This data is from Peptide-MHC class II binding affinity with 134,281 pairs from IEDB. The task is: Regression. Given a peptide amino acid sequence and an MHC pseudo amino acid sequence, predict their binding affinity value. This is MHC class II binding data. (1) The peptide sequence is KMYFNLIDTKCYK. The MHC is DRB1_0701 with pseudo-sequence DRB1_0701. The binding affinity (normalized) is 0.617. (2) The peptide sequence is DCRTAFKPVLVDEGR. The MHC is DRB3_0101 with pseudo-sequence DRB3_0101. The binding affinity (normalized) is 0. (3) The peptide sequence is HFDQKLGSYEHKSRS. The MHC is DRB1_0101 with pseudo-sequence DRB1_0101. The binding affinity (normalized) is 0.566.